Dataset: Full USPTO retrosynthesis dataset with 1.9M reactions from patents (1976-2016). Task: Predict the reactants needed to synthesize the given product. Given the product [C:11]([N:5]1[CH2:6][CH2:7][CH:2]([OH:1])[CH2:3][CH2:4]1)([O:13][C:14]([CH3:17])([CH3:16])[CH3:15])=[O:12], predict the reactants needed to synthesize it. The reactants are: [OH:1][CH:2]1[CH2:7][CH2:6][NH:5][CH2:4][CH2:3]1.C(Cl)Cl.[C:11](O[C:11]([O:13][C:14]([CH3:17])([CH3:16])[CH3:15])=[O:12])([O:13][C:14]([CH3:17])([CH3:16])[CH3:15])=[O:12].O.